Dataset: Reaction yield outcomes from USPTO patents with 853,638 reactions. Task: Predict the reaction yield, written as a fraction of the theoretical maximum amount of product (1.0 means a 100% yield; for example, 0.34 means a 34% yield). (1) The reactants are [CH3:1][S:2](Cl)(=[O:4])=[O:3].[Br:6][CH2:7][C:8]([C:10]1[CH:15]=[CH:14][C:13]([OH:16])=[CH:12][CH:11]=1)=[O:9].C(N(CC)CC)C. The catalyst is O1CCCC1. The product is [CH3:1][S:2]([O:16][C:13]1[CH:14]=[CH:15][C:10]([C:8](=[O:9])[CH2:7][Br:6])=[CH:11][CH:12]=1)(=[O:4])=[O:3]. The yield is 0.830. (2) The yield is 0.120. The catalyst is O1CCCC1. The product is [CH2:15]([O:22][C:23]([N:25]1[CH2:29][C@@H:28]([O:30][Si:31]([C:34]([CH3:35])([CH3:36])[CH3:37])([CH3:33])[CH3:32])[CH2:27][C@@H:26]1[CH:38]([OH:39])[C:2]1[C:3]([CH3:9])=[N:4][N:5]([CH3:8])[C:6]=1[CH3:7])=[O:24])[C:16]1[CH:21]=[CH:20][CH:19]=[CH:18][CH:17]=1. The reactants are Br[C:2]1[C:3]([CH3:9])=[N:4][N:5]([CH3:8])[C:6]=1[CH3:7].C([Li])CCC.[CH2:15]([O:22][C:23]([N:25]1[CH2:29][C@@H:28]([O:30][Si:31]([C:34]([CH3:37])([CH3:36])[CH3:35])([CH3:33])[CH3:32])[CH2:27][C@@H:26]1[CH:38]=[O:39])=[O:24])[C:16]1[CH:21]=[CH:20][CH:19]=[CH:18][CH:17]=1. (3) The reactants are [CH:1]1([CH2:4][NH:5][N:6]2[C:15]3[C:10](=[CH:11][CH:12]=[CH:13][CH:14]=3)[C:9]([OH:16])=[C:8]([C:17]3[NH:22][C:21]4[CH:23]=[CH:24][C:25]([O:27][CH2:28][C:29]#[N:30])=[CH:26][C:20]=4[S:19](=[O:32])(=[O:31])[N:18]=3)[C:7]2=[O:33])[CH2:3][CH2:2]1.[Li+].[BH4-]. The catalyst is O1CCCC1.O. The product is [NH2:30][CH2:29][CH2:28][O:27][C:25]1[CH:24]=[CH:23][C:21]2[NH:22][C:17]([C:8]3[C:7](=[O:33])[N:6]([NH:5][CH2:4][CH:1]4[CH2:3][CH2:2]4)[C:15]4[C:10]([C:9]=3[OH:16])=[CH:11][CH:12]=[CH:13][CH:14]=4)=[N:18][S:19](=[O:32])(=[O:31])[C:20]=2[CH:26]=1. The yield is 0.970.